From a dataset of Reaction yield outcomes from USPTO patents with 853,638 reactions. Predict the reaction yield, written as a fraction of the theoretical maximum amount of product (1.0 means a 100% yield; for example, 0.34 means a 34% yield). (1) The yield is 0.990. The product is [C:1]([C:5]1[CH:6]=[C:7]([C:10]([O:13][CH3:14])=[CH:11][N:12]=1)[C:8]#[N:9])([CH3:4])([CH3:2])[CH3:3]. The catalyst is CC#N.CO. The reactants are [C:1]([C:5]1[CH:6]=[C:7]([C:10]([OH:13])=[CH:11][N:12]=1)[C:8]#[N:9])([CH3:4])([CH3:3])[CH3:2].[CH3:14]CN(C(C)C)C(C)C.C[Si](C=[N+]=[N-])(C)C. (2) The yield is 0.719. The reactants are [Br:1][C:2]1[C:7]([Cl:8])=[CH:6][C:5]([C:9]2[C:18]3[C:13](=[CH:14][C:15]([S:19]([O:22]C4C(F)=C(F)C(F)=C(F)C=4F)(=O)=[O:20])=[CH:16][CH:17]=3)[N:12]=[CH:11][N:10]=2)=[C:4]([O:34][CH3:35])[CH:3]=1.[N:36]1[CH:41]=[CH:40][CH:39]=[N:38][C:37]=1[NH2:42].C1COCC1.C[Si]([N-][Si](C)(C)C)(C)C.[Li+]. The product is [Br:1][C:2]1[C:7]([Cl:8])=[CH:6][C:5]([C:9]2[C:18]3[C:13](=[CH:14][C:15]([S:19]([NH:42][C:37]4[N:38]=[CH:39][CH:40]=[CH:41][N:36]=4)(=[O:22])=[O:20])=[CH:16][CH:17]=3)[N:12]=[CH:11][N:10]=2)=[C:4]([O:34][CH3:35])[CH:3]=1. The catalyst is Cl.CCOC(C)=O. (3) The reactants are [CH3:1][C:2]1[N:3]=[CH:4][O:5][C:6]=1[C:7]1[CH:12]=[CH:11][C:10]([CH2:13][C:14]([OH:16])=O)=[CH:9][CH:8]=1.[Cl-].[Cl-].[NH3+:19][C@@H:20]([C:22]1[CH:27]=[CH:26][C:25]([O:28][CH2:29][C:30]([F:33])([F:32])[F:31])=[CH:24][NH+:23]=1)[CH3:21].C1C=NC2N(O)N=NC=2C=1.C(Cl)CCl.CCN(C(C)C)C(C)C. The catalyst is C(Cl)Cl. The product is [CH3:1][C:2]1[N:3]=[CH:4][O:5][C:6]=1[C:7]1[CH:8]=[CH:9][C:10]([CH2:13][C:14]([NH:19][C@@H:20]([C:22]2[CH:27]=[CH:26][C:25]([O:28][CH2:29][C:30]([F:33])([F:31])[F:32])=[CH:24][N:23]=2)[CH3:21])=[O:16])=[CH:11][CH:12]=1. The yield is 0.514. (4) The reactants are Cl.[OH:2][NH:3][C:4]([C:6]1([S:12]([C:15]2[CH:20]=[CH:19][C:18]([C:21]3[CH:26]=[N:25][C:24]([CH2:27][CH2:28][C:29](F)(F)[C:30]([F:33])([F:32])[F:31])=[CH:23][N:22]=3)=[CH:17][CH:16]=2)(=[O:14])=[O:13])[CH2:11][CH2:10][O:9][CH2:8][CH2:7]1)=[O:5].C1(N2CCC(S(C3C=CC(C4[CH:66]=[CH:65][C:64]([O:67][C:68](F)(F)[CH:69](F)F)=CC=4)=CC=3)(=O)=O)(C(OC(C)(C)C)=O)CC2)CC1. The catalyst is C1C=CC(P(C2C=CC=CC=2)[C-]2C=CC=C2)=CC=1.C1C=CC(P(C2C=CC=CC=2)[C-]2C=CC=C2)=CC=1.Cl[Pd]Cl.[Fe+2].C(O)C. The product is [O:67]1[CH2:64][CH2:65][CH2:66][CH2:69][CH:68]1[O:2][NH:3][C:4]([C:6]1([S:12]([C:15]2[CH:16]=[CH:17][C:18]([C:21]3[CH:26]=[N:25][C:24]([CH2:27][CH2:28][CH2:29][C:30]([F:32])([F:31])[F:33])=[CH:23][N:22]=3)=[CH:19][CH:20]=2)(=[O:14])=[O:13])[CH2:11][CH2:10][O:9][CH2:8][CH2:7]1)=[O:5]. The yield is 0.800. (5) The reactants are [S:1]1[C:5]2[CH:6]=[CH:7][CH:8]=[CH:9][C:4]=2[N:3]=[C:2]1[C:10]1[CH:25]=[CH:24][CH:23]=[CH:22][C:11]=1[O:12][CH2:13][P:14](=[O:21])([O:18]CC)[O:15]CC.C[Si](I)(C)C.CO. The catalyst is ClCCl. The product is [S:1]1[C:5]2[CH:6]=[CH:7][CH:8]=[CH:9][C:4]=2[N:3]=[C:2]1[C:10]1[CH:25]=[CH:24][CH:23]=[CH:22][C:11]=1[O:12][CH2:13][P:14](=[O:15])([OH:21])[OH:18]. The yield is 0.770. (6) The reactants are [NH:1]1[C:9]2[C:4](=[CH:5][CH:6]=[CH:7][CH:8]=2)[C:3]([C:10]([OH:12])=[O:11])=[CH:2]1.[H-].[Na+].[CH3:15]I.O. The catalyst is CN(C)C=O. The product is [CH3:15][N:1]1[C:9]2[C:4](=[CH:5][CH:6]=[CH:7][CH:8]=2)[C:3]([C:10]([OH:12])=[O:11])=[CH:2]1. The yield is 0.870.